Dataset: Full USPTO retrosynthesis dataset with 1.9M reactions from patents (1976-2016). Task: Predict the reactants needed to synthesize the given product. (1) Given the product [BrH:30].[BrH:30].[BrH:30].[NH2:7][C:8]1[S:9][CH:10]=[C:11]([CH2:13][C:14]([N:16]2[CH2:17][CH2:18][N:19]([CH:22]3[CH2:27][CH2:26][N:25]([CH3:28])[CH2:24][CH2:23]3)[CH2:20][CH2:21]2)=[O:15])[N:12]=1, predict the reactants needed to synthesize it. The reactants are: C(OC(=O)[NH:7][C:8]1[S:9][CH:10]=[C:11]([CH2:13][C:14]([N:16]2[CH2:21][CH2:20][N:19]([CH:22]3[CH2:27][CH2:26][N:25]([CH3:28])[CH2:24][CH2:23]3)[CH2:18][CH2:17]2)=[O:15])[N:12]=1)(C)(C)C.[BrH:30]. (2) Given the product [CH:1]1([CH2:6][CH:7]([C:18]2[NH:30][C:21]3=[N:22][CH:23]=[C:24]([O:26][CH2:27][CH2:28][OH:29])[CH:25]=[C:20]3[CH:19]=2)[C:8]2[CH:13]=[CH:12][C:11]([S:14]([CH3:17])(=[O:16])=[O:15])=[CH:10][CH:9]=2)[CH2:5][CH2:4][CH2:3][CH2:2]1, predict the reactants needed to synthesize it. The reactants are: [CH:1]1([CH:6]=[C:7]([C:18]2[NH:30][C:21]3=[N:22][CH:23]=[C:24]([O:26][CH2:27][CH2:28][OH:29])[CH:25]=[C:20]3[CH:19]=2)[C:8]2[CH:13]=[CH:12][C:11]([S:14]([CH3:17])(=[O:16])=[O:15])=[CH:10][CH:9]=2)[CH2:5][CH2:4][CH2:3][CH2:2]1. (3) Given the product [F:1][C:2]1[CH:3]=[C:4]([CH2:9][C:10]([C:12]2[CH:17]=[C:16]([OH:18])[CH:15]=[CH:14][C:13]=2[OH:20])=[O:11])[CH:5]=[C:6]([F:8])[CH:7]=1, predict the reactants needed to synthesize it. The reactants are: [F:1][C:2]1[CH:3]=[C:4]([CH2:9][C:10]([C:12]2[CH:17]=[C:16]([O:18]C)[CH:15]=[CH:14][C:13]=2[O:20]C)=[O:11])[CH:5]=[C:6]([F:8])[CH:7]=1.B(Br)(Br)Br. (4) Given the product [I:1][C:2]1[CH:7]=[C:6]([CH:5]=[C:4]([N:16]2[CH:21]=[N:19][N:18]=[N:17]2)[CH:3]=1)[C:8]([NH:9][CH:10]([CH3:14])[CH2:11][O:12][CH3:13])=[O:15], predict the reactants needed to synthesize it. The reactants are: [I:1][C:2]1[CH:3]=[C:4]([NH3+:16])[CH:5]=[C:6]([C:8](=[O:15])[NH:9][CH:10]([CH3:14])[CH2:11][O:12][CH3:13])[CH:7]=1.[N-:17]=[N+:18]=[N-:19].[Na+].[CH:21](OCC)(OCC)OCC. (5) Given the product [Br:7][C:5]1[CH:6]=[C:2]([C:14]2[CH:15]=[N:16][CH:17]=[CH:18][CH:19]=2)[S:3][CH:4]=1, predict the reactants needed to synthesize it. The reactants are: Br[C:2]1[S:3][CH:4]=[C:5]([Br:7])[CH:6]=1.B1([C:14]2[CH:19]=[CH:18][CH:17]=[N:16][CH:15]=2)OCCCO1.C([O-])([O-])=O.[Na+].[Na+]. (6) Given the product [F:1][C:2]([F:7])([F:6])[C:3]([OH:5])=[O:4].[CH2:8]([S:10]([N:13]1[CH2:18][CH2:17][CH:16]([C:19]2[C:27]3[C:22](=[C:23]([C:42]([NH2:44])=[O:43])[CH:24]=[C:25]([C:28]4[CH:33]=[CH:32][CH:31]=[C:30]([CH2:34][NH:35][CH2:36][C@H:37]5[CH2:41][CH2:40][CH2:39][O:4]5)[CH:29]=4)[CH:26]=3)[NH:21][CH:20]=2)[CH2:15][CH2:14]1)(=[O:11])=[O:12])[CH3:9], predict the reactants needed to synthesize it. The reactants are: [F:1][C:2]([F:7])([F:6])[C:3]([OH:5])=[O:4].[CH2:8]([S:10]([N:13]1[CH2:18][CH2:17][CH:16]([C:19]2[C:27]3[C:22](=[C:23]([C:42]([NH2:44])=[O:43])[CH:24]=[C:25]([C:28]4[CH:33]=[CH:32][CH:31]=[C:30]([CH2:34][NH:35][CH2:36][C:37]5S[CH:39]=[CH:40][CH:41]=5)[CH:29]=4)[CH:26]=3)[NH:21][CH:20]=2)[CH2:15][CH2:14]1)(=[O:12])=[O:11])[CH3:9].S1C=CC=C1CN. (7) Given the product [F:1][C:2]1[CH:3]=[C:4]([C@:8]23[CH2:9][C@H:24]2[CH2:22][O:23][C:21]3=[O:26])[CH:5]=[CH:6][CH:7]=1, predict the reactants needed to synthesize it. The reactants are: [F:1][C:2]1[CH:3]=[C:4]([CH2:8][C:9]#N)[CH:5]=[CH:6][CH:7]=1.C[Si]([N-][Si](C)(C)C)(C)C.[Na+].[CH2:21]1[O:23][C@H:22]1[CH2:24]Cl.[OH2:26]. (8) Given the product [C:3]1([CH2:9][N:10]2[CH2:15][CH2:14][N:13]([CH2:16][C:17]3[CH:18]=[CH:19][CH:20]=[CH:21][CH:22]=3)[CH2:12][CH:11]2[C:23]([OH:25])=[O:24])[CH:4]=[CH:5][CH:6]=[CH:7][CH:8]=1, predict the reactants needed to synthesize it. The reactants are: Cl.Cl.[C:3]1([CH2:9][N:10]2[CH2:15][CH2:14][N:13]([CH2:16][C:17]3[CH:22]=[CH:21][CH:20]=[CH:19][CH:18]=3)[CH2:12][CH:11]2[C:23]([O:25]CC)=[O:24])[CH:8]=[CH:7][CH:6]=[CH:5][CH:4]=1.[OH-].[Na+]. (9) Given the product [F:19][C:18]1[CH:17]=[CH:16][CH:15]=[C:14]([OH:20])[C:13]=1[C:4]1[N:3]=[C:2]([N:28]2[CH2:27][CH2:26][N:25]([C:23](=[O:24])[C@H:22]([OH:21])[CH2:31][CH:32]([CH3:33])[CH3:34])[CH2:30][CH2:29]2)[C:11]2[C:6](=[CH:7][C:8]([CH3:12])=[CH:9][CH:10]=2)[N:5]=1, predict the reactants needed to synthesize it. The reactants are: Cl[C:2]1[C:11]2[C:6](=[CH:7][C:8]([CH3:12])=[CH:9][CH:10]=2)[N:5]=[C:4]([C:13]2[C:18]([F:19])=[CH:17][CH:16]=[CH:15][C:14]=2[OH:20])[N:3]=1.[OH:21][C@H:22]([CH2:31][CH:32]([CH3:34])[CH3:33])[C:23]([N:25]1[CH2:30][CH2:29][NH:28][CH2:27][CH2:26]1)=[O:24].C(N(CC)CC)C.